Dataset: Forward reaction prediction with 1.9M reactions from USPTO patents (1976-2016). Task: Predict the product of the given reaction. (1) Given the reactants C([N:4](C(C)C)[C:5](=[O:21])[C:6]1[CH:11]=[CH:10][C:9]([C:12]2[CH:17]=[CH:16][CH:15]=[CH:14][C:13]=2[CH3:18])=[CH:8][C:7]=1[CH:19]=O)(C)C.[NH2:25]N, predict the reaction product. The product is: [C:13]1([CH3:18])[CH:14]=[CH:15][CH:16]=[CH:17][C:12]=1[C:9]1[CH:8]=[C:7]2[C:6](=[CH:11][CH:10]=1)[C:5]([OH:21])=[N:4][N:25]=[CH:19]2. (2) Given the reactants [OH-].[Na+].[CH2:3]([O:5][C:6](=[O:45])[CH2:7][C:8]1[CH:9]=[N:10][CH:11]=[C:12]([C:14]2[CH:19]=[CH:18][C:17]([C:20]([CH2:42][CH3:43])([C:23]3[CH:28]=[CH:27][C:26](/[CH:29]=[CH:30]/[C:31]([OH:40])([C:36]([F:39])([F:38])[F:37])[C:32]([F:35])([F:34])[F:33])=[C:25]([CH3:41])[CH:24]=3)[CH2:21][CH3:22])=[CH:16][C:15]=2[CH3:44])[CH:13]=1)C.Cl, predict the reaction product. The product is: [CH3:3][O:5][C:6](=[O:45])[CH2:7][C:8]1[CH:9]=[N:10][CH:11]=[C:12]([C:14]2[CH:19]=[CH:18][C:17]([C:20]([CH2:21][CH3:22])([C:23]3[CH:28]=[CH:27][C:26](/[CH:29]=[CH:30]/[C:31]([OH:40])([C:32]([F:33])([F:35])[F:34])[C:36]([F:38])([F:39])[F:37])=[C:25]([CH3:41])[CH:24]=3)[CH2:42][CH3:43])=[CH:16][C:15]=2[CH3:44])[CH:13]=1. (3) Given the reactants [C:1]([OH:9])(=O)[C:2]1[CH:7]=[CH:6][CH:5]=[N:4][CH:3]=1.CN(C(ON1N=NC2C=CC=CC1=2)=[N+](C)C)C.[B-](F)(F)(F)F.CCN(C(C)C)C(C)C.[C:41]([O:45][C:46](=[O:71])[NH:47][C:48]1[CH:53]=[CH:52][CH:51]=[CH:50][C:49]=1[CH2:54][N:55]1[C:63]2[CH:62]=[C:61]3[NH:64][C:65]([NH2:67])=[N:66][C:60]3=[CH:59][C:58]=2[C:57]([CH3:69])([CH3:68])[C:56]1=[O:70])([CH3:44])([CH3:43])[CH3:42], predict the reaction product. The product is: [C:41]([O:45][C:46](=[O:71])[NH:47][C:48]1[CH:53]=[CH:52][CH:51]=[CH:50][C:49]=1[CH2:54][N:55]1[C:63]2[CH:62]=[C:61]3[NH:64][C:65]([NH:67][C:1]([C:2]4[CH:3]=[N:4][CH:5]=[CH:6][CH:7]=4)=[O:9])=[N:66][C:60]3=[CH:59][C:58]=2[C:57]([CH3:69])([CH3:68])[C:56]1=[O:70])([CH3:44])([CH3:42])[CH3:43]. (4) Given the reactants Cl[C:2]1[C:7]([Cl:8])=[CH:6][CH:5]=[CH:4][N:3]=1.[Cl:9][C:10]1[C:15]2[NH:16][C:17]([N:19]3[CH2:24][CH2:23][NH:22][C@H:21]([CH3:25])[CH2:20]3)=[N:18][C:14]=2[CH:13]=[C:12]([C:26]([F:29])([F:28])[F:27])[CH:11]=1.C(N(CC)C(C)C)(C)C, predict the reaction product. The product is: [Cl:9][C:10]1[C:15]2[NH:16][C:17]([N:19]3[CH2:24][CH2:23][N:22]([C:2]4[C:7]([Cl:8])=[CH:6][CH:5]=[CH:4][N:3]=4)[C@H:21]([CH3:25])[CH2:20]3)=[N:18][C:14]=2[CH:13]=[C:12]([C:26]([F:29])([F:28])[F:27])[CH:11]=1. (5) Given the reactants [Cl:1][C:2]1[CH:7]=[CH:6][C:5]([CH:8]([C:20]2[CH:28]=[CH:27][C:23]([C:24](O)=[O:25])=[CH:22][CH:21]=2)[CH2:9][C:10]([C:12]2[CH:17]=[CH:16][C:15](=[O:18])[N:14]([CH3:19])[CH:13]=2)=[O:11])=[C:4]([F:29])[CH:3]=1.[CH3:30][S:31]([CH2:34][CH2:35][NH2:36])(=[O:33])=[O:32].F[P-](F)(F)(F)(F)F.N1(O[P+](N(C)C)(N(C)C)N(C)C)C2C=CC=CC=2N=N1, predict the reaction product. The product is: [Cl:1][C:2]1[CH:7]=[CH:6][C:5]([CH:8]([C:20]2[CH:21]=[CH:22][C:23]([C:24]([NH:36][CH2:35][CH2:34][S:31]([CH3:30])(=[O:33])=[O:32])=[O:25])=[CH:27][CH:28]=2)[CH2:9][C:10]([C:12]2[CH:17]=[CH:16][C:15](=[O:18])[N:14]([CH3:19])[CH:13]=2)=[O:11])=[C:4]([F:29])[CH:3]=1. (6) The product is: [CH2:28]([N:3]([CH2:1][CH3:2])[CH2:4][CH2:5][O:6][C:7]1[CH:8]=[CH:9][C:10]2[C:14]3[CH:15]=[CH:16][C:17]([O:19][CH2:20][CH2:21][N:22]([CH2:25][CH3:26])[CH2:23][CH3:24])=[CH:18][C:13]=3[S:12](=[O:33])[C:11]=2[CH:27]=1)[CH3:29]. Given the reactants [CH2:1]([N:3]([CH2:28][CH3:29])[CH2:4][CH2:5][O:6][C:7]1[CH:8]=[CH:9][C:10]2[C:14]3[CH:15]=[CH:16][C:17]([O:19][CH2:20][CH2:21][N:22]([CH2:25][CH3:26])[CH2:23][CH3:24])=[CH:18][C:13]=3[S:12][C:11]=2[CH:27]=1)[CH3:2].C1C[O:33]CC1, predict the reaction product. (7) Given the reactants [N:1]1[CH:6]=[CH:5][CH:4]=[N:3][C:2]=1[S:7][C:8]1[C:16]2[C:11](=[CH:12][CH:13]=[CH:14][CH:15]=2)[NH:10][N:9]=1.Cl[C:18]1[N:23]=[C:22]([NH2:24])[C:21]([N+:25]([O-:27])=[O:26])=[C:20]([NH2:28])[N:19]=1.C1(P(C2CCCCC2)C2C=CC=CC=2C2C(C(C)C)=CC(C(C)C)=CC=2C(C)C)CCCCC1.C(=O)([O-])[O-].[Cs+].[Cs+], predict the reaction product. The product is: [N+:25]([C:21]1[C:22]([NH2:24])=[N:23][C:18]([N:10]2[C:11]3[C:16](=[CH:15][CH:14]=[CH:13][CH:12]=3)[C:8]([S:7][C:2]3[N:1]=[CH:6][CH:5]=[CH:4][N:3]=3)=[N:9]2)=[N:19][C:20]=1[NH2:28])([O-:27])=[O:26]. (8) Given the reactants [C:1]([O:5][C:6](=[O:37])[NH:7][C:8]1[N:13]=[CH:12][C:11]([C:14]2[N:23]=[C:22]([N:24]3[CH2:29][CH2:28][O:27][CH2:26][CH2:25]3)[C:21]3[C:16](=[CH:17][C:18]([C:30]4[CH:35]=[CH:34][CH:33]=[C:32]([NH2:36])[CH:31]=4)=[CH:19][CH:20]=3)[N:15]=2)=[CH:10][N:9]=1)([CH3:4])([CH3:3])[CH3:2].[OH:38][C:39]([CH3:44])([CH3:43])[C:40](O)=[O:41].CN(C=O)C.CN(C(ON1N=NC2C=CC=NC1=2)=[N+](C)C)C.F[P-](F)(F)(F)(F)F, predict the reaction product. The product is: [C:1]([O:5][C:6](=[O:37])[NH:7][C:8]1[N:13]=[CH:12][C:11]([C:14]2[N:23]=[C:22]([N:24]3[CH2:29][CH2:28][O:27][CH2:26][CH2:25]3)[C:21]3[C:16](=[CH:17][C:18]([C:30]4[CH:35]=[CH:34][CH:33]=[C:32]([NH:36][C:40](=[O:41])[C:39]([OH:38])([CH3:44])[CH3:43])[CH:31]=4)=[CH:19][CH:20]=3)[N:15]=2)=[CH:10][N:9]=1)([CH3:4])([CH3:2])[CH3:3].